Dataset: Full USPTO retrosynthesis dataset with 1.9M reactions from patents (1976-2016). Task: Predict the reactants needed to synthesize the given product. Given the product [Cl:8][C:6]1[CH:7]=[C:2]([NH:27][C:24]2[CH:23]=[CH:22][C:21]([N:18]3[CH2:19][CH2:20][N:15]([CH:12]([CH3:14])[CH3:13])[CH2:16][CH2:17]3)=[CH:26][N:25]=2)[C:3]2[N:4]([CH:9]=[CH:10][N:11]=2)[N:5]=1, predict the reactants needed to synthesize it. The reactants are: Br[C:2]1[C:3]2[N:4]([CH:9]=[CH:10][N:11]=2)[N:5]=[C:6]([Cl:8])[CH:7]=1.[CH:12]([N:15]1[CH2:20][CH2:19][N:18]([C:21]2[CH:22]=[CH:23][C:24]([NH2:27])=[N:25][CH:26]=2)[CH2:17][CH2:16]1)([CH3:14])[CH3:13].[H-].[Na+].